From a dataset of NCI-60 drug combinations with 297,098 pairs across 59 cell lines. Regression. Given two drug SMILES strings and cell line genomic features, predict the synergy score measuring deviation from expected non-interaction effect. Drug 1: CCC(=C(C1=CC=CC=C1)C2=CC=C(C=C2)OCCN(C)C)C3=CC=CC=C3.C(C(=O)O)C(CC(=O)O)(C(=O)O)O. Drug 2: CN1C(=O)N2C=NC(=C2N=N1)C(=O)N. Cell line: NCI-H226. Synergy scores: CSS=2.60, Synergy_ZIP=-0.218, Synergy_Bliss=0.425, Synergy_Loewe=-2.43, Synergy_HSA=-1.40.